Dataset: Full USPTO retrosynthesis dataset with 1.9M reactions from patents (1976-2016). Task: Predict the reactants needed to synthesize the given product. (1) The reactants are: [OH-].[Na+].Cl[C:4]1[N:9]=[C:8](Cl)[C:7]([Cl:11])=[CH:6][N:5]=1.[NH2:12][C:13]1[CH:17]=[CH:16][S:15][CH:14]=1.C1(C)C=CC(S(O)(=O)=[O:25])=CC=1. Given the product [S:15]1[CH:16]=[CH:17][C:13]([NH:12][C:4]2[NH:9][C:8](=[O:25])[C:7]([Cl:11])=[CH:6][N:5]=2)=[CH:14]1, predict the reactants needed to synthesize it. (2) Given the product [CH3:9][N:8]([CH3:10])[C:6]([C:5]1[CH:11]=[CH:12][C:2]([NH:1][C:14](=[O:15])[O:16][CH2:17][C:18]([Cl:21])([Cl:20])[Cl:19])=[CH:3][CH:4]=1)=[O:7], predict the reactants needed to synthesize it. The reactants are: [NH2:1][C:2]1[CH:12]=[CH:11][C:5]([C:6]([N:8]([CH3:10])[CH3:9])=[O:7])=[CH:4][CH:3]=1.Cl[C:14]([O:16][CH2:17][C:18]([Cl:21])([Cl:20])[Cl:19])=[O:15]. (3) Given the product [CH3:1][O:2][C:3]1[CH:9]=[CH:8][CH:7]=[CH:6][C:4]=1[NH:5][C:44](=[O:45])[C:43]1[CH:47]=[CH:48][C:40]([CH2:39][N:20]2[C:21]3[C:26](=[CH:25][CH:24]=[CH:23][CH:22]=3)[C:27]3([CH2:31][O:30][C:29]4[CH:32]=[C:33]5[C:37](=[CH:38][C:28]3=4)[CH2:36][CH2:35][O:34]5)[C:19]2=[O:18])=[CH:41][CH:42]=1, predict the reactants needed to synthesize it. The reactants are: [CH3:1][O:2][C:3]1[CH:9]=[CH:8][CH:7]=[CH:6][C:4]=1[NH2:5].C1(CN)CCCCC1.[O:18]=[C:19]1[C:27]2([CH2:31][O:30][C:29]3[CH:32]=[C:33]4[C:37](=[CH:38][C:28]2=3)[CH2:36][CH2:35][O:34]4)[C:26]2[C:21](=[CH:22][CH:23]=[CH:24][CH:25]=2)[N:20]1[CH2:39][C:40]1[CH:48]=[CH:47][C:43]([C:44](O)=[O:45])=[CH:42][CH:41]=1.O=C1C2(COC3C=C4C(=CC2=3)CCO4)C2C(=CC=CC=2)N1CC1C=C(C=CC=1)C(O)=O. (4) Given the product [CH3:16][C@H:13]1[CH2:14][CH2:15][NH:8][C@H:9]1[C:10]([N:27]1[CH2:28][CH2:29][CH2:30][C@H:26]1[C:25]([NH:24][CH2:23][C:22]1[CH:32]=[C:18]([Cl:17])[CH:19]=[CH:20][C:21]=1[N:33]1[CH:37]=[N:36][N:35]=[N:34]1)=[O:31])=[O:11], predict the reactants needed to synthesize it. The reactants are: C(OC([N:8]1[CH2:15][CH2:14][C@H:13]([CH3:16])[C@@H:9]1[C:10](O)=[O:11])=O)(C)(C)C.[Cl:17][C:18]1[CH:19]=[CH:20][C:21]([N:33]2[CH:37]=[N:36][N:35]=[N:34]2)=[C:22]([CH:32]=1)[CH2:23][NH:24][C:25](=[O:31])[C@@H:26]1[CH2:30][CH2:29][CH2:28][NH:27]1.C(Cl)CCl.C1C=NC2N(O)N=NC=2C=1. (5) Given the product [NH2:16][C:17]1[N:18]=[CH:19][C:20]([C:21]([N:1]=[S:2]2(=[O:15])[CH2:3][CH2:4][N:5]([C:8]([O:10][C:11]([CH3:12])([CH3:14])[CH3:13])=[O:9])[CH2:6][CH2:7]2)=[O:22])=[CH:24][C:25]=1[C:26]#[C:27][C:28]1[CH:33]=[CH:32][CH:31]=[C:30]([NH:34][C:35](=[O:44])[C:36]2[CH:41]=[C:40]([CH3:42])[CH:39]=[CH:38][C:37]=2[F:43])[CH:29]=1, predict the reactants needed to synthesize it. The reactants are: [NH:1]=[S:2]1(=[O:15])[CH2:7][CH2:6][N:5]([C:8]([O:10][C:11]([CH3:14])([CH3:13])[CH3:12])=[O:9])[CH2:4][CH2:3]1.[NH2:16][C:17]1[C:25]([C:26]#[C:27][C:28]2[CH:33]=[CH:32][CH:31]=[C:30]([NH:34][C:35](=[O:44])[C:36]3[CH:41]=[C:40]([CH3:42])[CH:39]=[CH:38][C:37]=3[F:43])[CH:29]=2)=[CH:24][C:20]([C:21](O)=[O:22])=[CH:19][N:18]=1. (6) Given the product [ClH:25].[CH2:13]1[C:6]2[C:7]3[CH:8]=[CH:9][CH:10]=[CH:11][C:12]=3[N:4]([CH2:3][CH2:2][OH:1])[C:5]=2[CH2:17][CH2:16][NH:15][CH2:14]1, predict the reactants needed to synthesize it. The reactants are: [OH:1][CH2:2][CH2:3][N:4]1[C:12]2[CH:11]=[CH:10][CH:9]=[CH:8][C:7]=2[C:6]2[CH2:13][CH2:14][N:15](C(OC(C)(C)C)=O)[CH2:16][CH2:17][C:5]1=2.[ClH:25].C1C2C3C=CC=CC=3N(CC(O)=O)C=2CCNC1. (7) Given the product [Cl:31][C:32]1[CH:33]=[C:34]([O:35][C:36]2[N:37]=[CH:38][CH:39]=[CH:40][N:41]=2)[CH:42]=[CH:43][C:44]=1[C:2]1[C:11]([F:12])=[CH:10][C:9]2[N:8]=[CH:7][C:6]3[N:13]=[C:14]([CH3:30])[N:15]([C@H:16]4[CH2:21][CH2:20][N:19]([C:22]([O:24][C:25]([CH3:27])([CH3:28])[CH3:26])=[O:23])[CH2:18][C@@H:17]4[F:29])[C:5]=3[C:4]=2[CH:3]=1, predict the reactants needed to synthesize it. The reactants are: Br[C:2]1[C:11]([F:12])=[CH:10][C:9]2[N:8]=[CH:7][C:6]3[N:13]=[C:14]([CH3:30])[N:15]([CH:16]4[CH2:21][CH2:20][N:19]([C:22]([O:24][C:25]([CH3:28])([CH3:27])[CH3:26])=[O:23])[CH2:18][CH:17]4[F:29])[C:5]=3[C:4]=2[CH:3]=1.[Cl:31][C:32]1[CH:33]=[C:34]([CH:42]=[CH:43][C:44]=1B1OC(C)(C)C(C)(C)O1)[O:35][C:36]1[N:41]=[CH:40][CH:39]=[CH:38][N:37]=1.C([O-])([O-])=O.[Na+].[Na+].CO.C(Cl)Cl.